Dataset: Full USPTO retrosynthesis dataset with 1.9M reactions from patents (1976-2016). Task: Predict the reactants needed to synthesize the given product. (1) Given the product [ClH:27].[N:11]1([CH:14]([C:17]2[CH:22]=[CH:21][C:20]([C:23]([F:25])([F:24])[F:26])=[CH:19][CH:18]=2)[CH2:15][NH2:16])[CH2:12][CH2:13][NH:8][CH2:9][CH2:10]1, predict the reactants needed to synthesize it. The reactants are: C(OC([N:8]1[CH2:13][CH2:12][N:11]([CH:14]([C:17]2[CH:22]=[CH:21][C:20]([C:23]([F:26])([F:25])[F:24])=[CH:19][CH:18]=2)[CH2:15][NH2:16])[CH2:10][CH2:9]1)=O)(C)(C)C.[ClH:27].O1CCOCC1.CCOCC. (2) The reactants are: [OH:1][CH:2]([C:4]1[C:13]2[C:8](=[CH:9][C:10]([O:14][CH3:15])=[CH:11][CH:12]=2)[O:7][C:6](=[O:16])[CH:5]=1)[CH3:3].[Cr](Cl)([O-])(=O)=O.[NH+]1C=CC=CC=1. Given the product [C:2]([C:4]1[C:13]2[C:8](=[CH:9][C:10]([O:14][CH3:15])=[CH:11][CH:12]=2)[O:7][C:6](=[O:16])[CH:5]=1)(=[O:1])[CH3:3], predict the reactants needed to synthesize it. (3) Given the product [CH2:26]([S:27]([N:5]1[CH2:6][CH2:7][C@@H:2]([CH3:1])[C@@H:3]([N:8]2[C:12]3=[C:13]4[CH:19]=[CH:18][NH:17][C:14]4=[N:15][CH:16]=[C:11]3[CH:10]=[CH:9]2)[CH2:4]1)(=[O:29])=[O:28])[C:20]1[CH:25]=[CH:24][CH:23]=[CH:22][CH:21]=1, predict the reactants needed to synthesize it. The reactants are: [CH3:1][C@@H:2]1[CH2:7][CH2:6][NH:5][CH2:4][C@@H:3]1[N:8]1[C:12]2=[C:13]3[CH:19]=[CH:18][NH:17][C:14]3=[N:15][CH:16]=[C:11]2[CH:10]=[CH:9]1.[C:20]1([CH2:26][S:27](Cl)(=[O:29])=[O:28])[CH:25]=[CH:24][CH:23]=[CH:22][CH:21]=1.N1C=CC=CC=1.C(=O)([O-])[O-]. (4) Given the product [CH2:1]([O:5][CH2:6][CH:7]1[CH2:8][CH2:9][N:10]([S:13]([CH2:16][CH:31]([CH2:27][CH:28]([CH3:30])[CH3:29])[C:32]([OH:34])=[O:33])(=[O:15])=[O:14])[CH2:11][CH2:12]1)[C:2]#[C:3][CH3:4], predict the reactants needed to synthesize it. The reactants are: [CH2:1]([O:5][CH2:6][CH:7]1[CH2:12][CH2:11][N:10]([S:13]([CH3:16])(=[O:15])=[O:14])[CH2:9][CH2:8]1)[C:2]#[C:3][CH3:4].[Li+].C[Si]([N-][Si](C)(C)C)(C)C.[CH2:27]([CH:31]1[O:33][C:32]1=[O:34])[CH:28]([CH3:30])[CH3:29].BrC(CC(C)C)C(O)=O. (5) The reactants are: [CH2:1]([O:3][C:4](=[O:29])[CH:5]([O:25][CH:26]([CH3:28])[CH3:27])[CH2:6][C:7]1[CH:12]=[C:11]([CH2:13][NH:14][C:15]([O:17][C:18]([CH3:21])([CH3:20])[CH3:19])=[O:16])[C:10]([O:22][CH3:23])=[C:9](Br)[CH:8]=1)[CH3:2].[C-:30]#[N:31].[Na+].C(OCC)(=O)C. Given the product [CH2:1]([O:3][C:4](=[O:29])[CH:5]([O:25][CH:26]([CH3:28])[CH3:27])[CH2:6][C:7]1[CH:12]=[C:11]([CH2:13][NH:14][C:15]([O:17][C:18]([CH3:21])([CH3:20])[CH3:19])=[O:16])[C:10]([O:22][CH3:23])=[C:9]([C:30]#[N:31])[CH:8]=1)[CH3:2], predict the reactants needed to synthesize it. (6) The reactants are: [NH2:1][CH2:2][C@@H:3]1[C@H:7]([OH:8])[CH2:6][N:5]([CH2:9][CH2:10][C:11]2[C:20]3[N:19]([CH3:21])[C:18](=[O:22])[CH:17]=[CH:16][C:15]=3[N:14]=[CH:13][C:12]=2[C:23]#[N:24])[CH2:4]1.[O:25]=[C:26]1[CH2:31][S:30][C:29]2[CH:32]=[CH:33][C:34]([CH:36]=O)=[N:35][C:28]=2[NH:27]1.C([O-])(=O)C.[Na+].C([BH3-])#N.[Na+].C(Cl)(Cl)[Cl:48]. Given the product [ClH:48].[ClH:48].[OH:8][C@H:7]1[C@@H:3]([CH2:2][NH:1][CH2:36][C:34]2[CH:33]=[CH:32][C:29]3[S:30][CH2:31][C:26](=[O:25])[NH:27][C:28]=3[N:35]=2)[CH2:4][N:5]([CH2:9][CH2:10][C:11]2[C:20]3[N:19]([CH3:21])[C:18](=[O:22])[CH:17]=[CH:16][C:15]=3[N:14]=[CH:13][C:12]=2[C:23]#[N:24])[CH2:6]1, predict the reactants needed to synthesize it. (7) Given the product [Br:1][CH2:2][CH2:3][CH2:4][CH2:5][CH2:6][CH2:7][CH2:8][C:9]1[CH:14]=[CH:13][CH:12]=[C:11]([O:15][CH2:22][C:23]2[CH:28]=[CH:27][CH:26]=[CH:25][CH:24]=2)[CH:10]=1, predict the reactants needed to synthesize it. The reactants are: [Br:1][CH2:2][CH2:3][CH2:4][CH2:5][CH2:6][CH2:7][CH2:8][C:9]1[CH:14]=[CH:13][CH:12]=[C:11]([OH:15])[CH:10]=1.C([O-])([O-])=O.[K+].[K+].[CH2:22](Br)[C:23]1[CH:28]=[CH:27][CH:26]=[CH:25][CH:24]=1. (8) Given the product [C:1]1([N:7]2[C:11]([C:32]#[N:31])=[CH:10][NH:9][NH:8]2)[CH:2]=[CH:3][CH:4]=[CH:5][CH:6]=1, predict the reactants needed to synthesize it. The reactants are: [C:1]1([N:7]2[CH:11]=[C:10]([Si](C)(C)C)[NH:9][N:8]2C(N)=O)[CH:6]=[CH:5][CH:4]=[CH:3][CH:2]=1.CC1C=CC(S(Cl)(=O)=O)=CC=1.O.[N:31]1C=CC=C[CH:32]=1. (9) The reactants are: [CH3:1][O:2][C:3](=[O:28])[C:4]1[CH:9]=[CH:8][CH:7]=[C:6]([NH:10][C:11](=[O:27])[CH2:12][C:13](=[O:26])[CH2:14][O:15][C:16]23[CH2:25][CH:20]4[CH2:21][CH:22]([CH2:24][CH:18]([CH2:19]4)[CH2:17]2)[CH2:23]3)[CH:5]=1.O.[N:30]([O-])=[O:31].[Na+]. Given the product [CH3:1][O:2][C:3](=[O:28])[C:4]1[CH:9]=[CH:8][CH:7]=[C:6]([NH:10][C:11](=[O:27])[C:12](=[N:30][OH:31])[C:13](=[O:26])[CH2:14][O:15][C:16]23[CH2:25][CH:20]4[CH2:21][CH:22]([CH2:24][CH:18]([CH2:19]4)[CH2:17]2)[CH2:23]3)[CH:5]=1, predict the reactants needed to synthesize it. (10) Given the product [Cl:1][C:2]1[CH:3]=[C:4]2[C:8](=[CH:9][CH:10]=1)[NH:7][C:6](=[O:11])/[C:5]/2=[CH:23]\[C:22]1[NH:21][C:20]([CH3:25])=[C:19]([S:26]([C:29]2[CH:37]=[CH:36][CH:35]=[CH:34][C:30]=2[C:31]([OH:33])=[O:32])(=[O:28])=[O:27])[C:18]=1[CH2:17][CH2:16][C:14](=[O:15])[N:13]([CH3:38])[CH3:12], predict the reactants needed to synthesize it. The reactants are: [Cl:1][C:2]1[CH:3]=[C:4]2[C:8](=[CH:9][CH:10]=1)[NH:7][C:6](=[O:11])[CH2:5]2.[CH3:12][N:13]([CH3:38])[C:14]([CH2:16][CH2:17][C:18]1[C:19]([S:26]([C:29]2[CH:37]=[CH:36][CH:35]=[CH:34][C:30]=2[C:31]([OH:33])=[O:32])(=[O:28])=[O:27])=[C:20]([CH3:25])[NH:21][C:22]=1[CH:23]=O)=[O:15].N1CCCCC1.